Predict the product of the given reaction. From a dataset of Forward reaction prediction with 1.9M reactions from USPTO patents (1976-2016). (1) Given the reactants [N:1]1([CH2:8][CH2:9][N:10]2[CH2:15][CH2:14][CH:13]([NH:16][C:17]([C:19]3[NH:20][C:21]4[C:26]([CH:27]=3)=[C:25]([O:28][CH2:29][CH:30]([CH3:32])[CH3:31])[CH:24]=[CH:23][CH:22]=4)=[O:18])[CH2:12][CH2:11]2)[CH2:7][CH2:6][CH2:5][CH2:4][CH2:3][CH2:2]1.Cl.Cl.Cl.[CH3:36][C@H]1CCC[C@@H](C)N1CCN1CCC(N)CC1, predict the reaction product. The product is: [CH3:36][CH:7]1[CH2:6][CH2:5][CH2:4][CH:3]([CH3:2])[N:1]1[CH2:8][CH2:9][N:10]1[CH2:11][CH2:12][CH:13]([NH:16][C:17]([C:19]2[NH:20][C:21]3[C:26]([CH:27]=2)=[C:25]([O:28][CH2:29][CH:30]([CH3:31])[CH3:32])[CH:24]=[CH:23][CH:22]=3)=[O:18])[CH2:14][CH2:15]1. (2) Given the reactants CC1(C(=O)C)CC1.[CH:8]12[CH2:17][CH:12]3[CH2:13][CH:14]([CH2:16][CH:10]([CH2:11]3)[CH:9]1[NH:18][C:19](=[O:27])[CH2:20][C:21](=[O:26])[C:22]([CH3:25])([CH3:24])[CH3:23])[CH2:15]2, predict the reaction product. The product is: [CH:8]12[CH2:15][CH:14]3[CH2:13][CH:12]([CH2:11][CH:10]([CH2:16]3)[CH:9]1[NH:18][C:19](=[O:27])[CH2:20][C:21]([C:22]1([CH3:23])[CH2:24][CH2:25]1)=[O:26])[CH2:17]2. (3) The product is: [N:16]1([C:6]2[CH:13]=[CH:12][C:9]([C:10]#[N:11])=[CH:8][CH:7]=2)[CH:20]=[CH:19][N:18]=[CH:17]1. Given the reactants [F-].[Cs+].[OH-].[Na+].F[C:6]1[CH:13]=[CH:12][C:9]([C:10]#[N:11])=[CH:8][CH:7]=1.C[Si](C)(C)[N:16]1[CH:20]=[CH:19][N:18]=[CH:17]1, predict the reaction product.